Predict the reactants needed to synthesize the given product. From a dataset of Full USPTO retrosynthesis dataset with 1.9M reactions from patents (1976-2016). (1) Given the product [Cl:29][C:26]1[CH:27]=[CH:28][C:23]([S:22][CH2:44][C:45]2[CH:50]=[CH:49][CH:48]=[C:47]([N+:51]([O-:53])=[O:52])[CH:46]=2)=[C:24]([NH:30][S:31]([C:34]2[O:35][C:36]3[CH:42]=[CH:41][CH:40]=[CH:39][C:37]=3[CH:38]=2)(=[O:33])=[O:32])[CH:25]=1, predict the reactants needed to synthesize it. The reactants are: [Cl:29][C:26]1[CH:27]=[CH:28][C:23]([S:22][S:22][C:23]2[CH:28]=[CH:27][C:26]([Cl:29])=[CH:25][C:24]=2[NH:30][S:31]([C:34]2[O:35][C:36]3[CH:42]=[CH:41][CH:40]=[CH:39][C:37]=3[CH:38]=2)(=[O:33])=[O:32])=[C:24]([NH:30][S:31]([C:34]2[O:35][C:36]3[CH:42]=[CH:41][CH:40]=[CH:39][C:37]=3[CH:38]=2)(=[O:33])=[O:32])[CH:25]=1.Br[CH2:44][C:45]1[CH:50]=[CH:49][CH:48]=[C:47]([N+:51]([O-:53])=[O:52])[CH:46]=1. (2) Given the product [CH2:1]([O:3][CH2:4][CH2:5][O:6][C:7]1[CH:12]=[CH:11][C:10]([C:13]2[C:14]3[CH:21]=[C:20]([CH2:22][O:23][C:24]4[CH:29]=[CH:28][C:27]([C:30]5([CH2:35][C:36]([OH:38])=[O:37])[CH2:31][C:32](=[O:34])[CH2:33]5)=[CH:26][CH:25]=4)[CH:19]=[CH:18][C:15]=3[S:16][CH:17]=2)=[C:9]([CH3:41])[CH:8]=1)[CH3:2], predict the reactants needed to synthesize it. The reactants are: [CH2:1]([O:3][CH2:4][CH2:5][O:6][C:7]1[CH:12]=[CH:11][C:10]([C:13]2[C:14]3[CH:21]=[C:20]([CH2:22][O:23][C:24]4[CH:29]=[CH:28][C:27]([C:30]5([CH2:35][C:36]([O:38]CC)=[O:37])[CH2:33][C:32](=[O:34])[CH2:31]5)=[CH:26][CH:25]=4)[CH:19]=[CH:18][C:15]=3[S:16][CH:17]=2)=[C:9]([CH3:41])[CH:8]=1)[CH3:2].[OH-].[Na+].Cl. (3) Given the product [Cl:1][C:2]1[CH:3]=[CH:4][C:5]([N:8]2[CH2:21][CH2:20][C:11]3[N:12]([CH2:30][CH2:29][C:26]4[CH:25]=[N:24][C:23]([CH3:22])=[CH:28][CH:27]=4)[C:13]4[CH:14]=[CH:15][C:16]([CH3:19])=[CH:17][C:18]=4[C:10]=3[CH2:9]2)=[CH:6][CH:7]=1, predict the reactants needed to synthesize it. The reactants are: [Cl:1][C:2]1[CH:7]=[CH:6][C:5]([N:8]2[CH2:21][CH2:20][C:11]3[NH:12][C:13]4[CH:14]=[CH:15][C:16]([CH3:19])=[CH:17][C:18]=4[C:10]=3[CH2:9]2)=[CH:4][CH:3]=1.[CH3:22][C:23]1[CH:28]=[CH:27][C:26]([CH:29]=[CH2:30])=[CH:25][N:24]=1.[OH-].[K+]. (4) Given the product [F:32][C:33]([F:38])([F:37])[C:34]([OH:36])=[O:35].[N:11]1([C:14]2[CH:19]=[C:18]([C:20]3[CH:25]=[CH:24][CH:23]=[C:22]([C:26]([F:27])([F:28])[F:29])[CH:21]=3)[N:17]=[C:16]([C:30]#[N:31])[N:15]=2)[CH2:10][CH2:9][NH:8][CH2:13][CH2:12]1.[F:32][C:33]([F:38])([F:37])[C:34]([OH:36])=[O:35], predict the reactants needed to synthesize it. The reactants are: C(OC([N:8]1[CH2:13][CH2:12][N:11]([C:14]2[CH:19]=[C:18]([C:20]3[CH:25]=[CH:24][CH:23]=[C:22]([C:26]([F:29])([F:28])[F:27])[CH:21]=3)[N:17]=[C:16]([C:30]#[N:31])[N:15]=2)[CH2:10][CH2:9]1)=O)(C)(C)C.[F:32][C:33]([F:38])([F:37])[C:34]([OH:36])=[O:35]. (5) Given the product [C:16]([O:20][C:21]([N:23]1[C:32]2[C:27](=[CH:28][CH:29]=[C:30]([CH2:33][CH2:34][O:35][C:36]3[CH:37]=[C:38]4[C:42](=[CH:43][CH:44]=3)[N:41]([C:6]([C:7]3[CH:12]=[CH:11][CH:10]=[CH:9][C:8]=3[CH3:13])=[CH:5][C:4]([O:3][CH2:1][CH3:2])=[O:15])[CH:40]=[CH:39]4)[N:31]=2)[CH2:26][CH2:25][CH2:24]1)=[O:22])([CH3:19])([CH3:17])[CH3:18], predict the reactants needed to synthesize it. The reactants are: [CH2:1]([O:3][C:4](=[O:15])[CH:5]=[C:6](Cl)[C:7]1[CH:12]=[CH:11][CH:10]=[CH:9][C:8]=1[CH3:13])[CH3:2].[C:16]([O:20][C:21]([N:23]1[C:32]2[C:27](=[CH:28][CH:29]=[C:30]([CH2:33][CH2:34][O:35][C:36]3[CH:44]=[CH:43][C:42]4[C:38](=[CH:39][CH2:40][N:41]=4)[CH:37]=3)[N:31]=2)[CH2:26][CH2:25][CH2:24]1)=[O:22])([CH3:19])([CH3:18])[CH3:17]. (6) Given the product [CH2:9]([N:12]=[CH:7][C:4]1[CH:5]=[CH:6][N:1]=[CH:2][CH:3]=1)[CH:10]=[CH2:11], predict the reactants needed to synthesize it. The reactants are: [N:1]1[CH:6]=[CH:5][C:4]([CH:7]=O)=[CH:3][CH:2]=1.[CH2:9]([NH2:12])[CH:10]=[CH2:11]. (7) Given the product [C:3]([O:7][C:8]([N:10]1[CH2:11][CH2:12][CH:13]([CH:16]([O:27][C:31]2[CH:32]=[CH:33][CH:34]=[C:29]([Cl:28])[N:30]=2)[C:17]2[CH:22]=[CH:21][C:20]([C:23]([F:24])([F:25])[F:26])=[CH:19][CH:18]=2)[CH2:14][CH2:15]1)=[O:9])([CH3:6])([CH3:4])[CH3:5], predict the reactants needed to synthesize it. The reactants are: [H-].[Na+].[C:3]([O:7][C:8]([N:10]1[CH2:15][CH2:14][CH:13]([CH:16]([OH:27])[C:17]2[CH:22]=[CH:21][C:20]([C:23]([F:26])([F:25])[F:24])=[CH:19][CH:18]=2)[CH2:12][CH2:11]1)=[O:9])([CH3:6])([CH3:5])[CH3:4].[Cl:28][C:29]1[CH:34]=[CH:33][CH:32]=[C:31](Cl)[N:30]=1.